From a dataset of Full USPTO retrosynthesis dataset with 1.9M reactions from patents (1976-2016). Predict the reactants needed to synthesize the given product. (1) Given the product [C:31]([NH:35][S:19]([CH2:18][CH2:17][CH:14]1[CH2:15][CH2:16][C:11]([S:8]([C:5]2[CH:6]=[CH:7][C:2]([Cl:1])=[CH:3][CH:4]=2)(=[O:10])=[O:9])([C:23]2[CH:28]=[C:27]([F:29])[CH:26]=[CH:25][C:24]=2[F:30])[CH2:12][CH2:13]1)(=[O:21])=[O:20])([CH3:34])([CH3:33])[CH3:32], predict the reactants needed to synthesize it. The reactants are: [Cl:1][C:2]1[CH:7]=[CH:6][C:5]([S:8]([C:11]2([C:23]3[CH:28]=[C:27]([F:29])[CH:26]=[CH:25][C:24]=3[F:30])[CH2:16][CH2:15][CH:14]([CH2:17][CH2:18][S:19](Cl)(=[O:21])=[O:20])[CH2:13][CH2:12]2)(=[O:10])=[O:9])=[CH:4][CH:3]=1.[C:31]([NH2:35])([CH3:34])([CH3:33])[CH3:32]. (2) Given the product [N:44]1([O:8][C:4]2[CH:3]=[C:2]([O:25][N:16]3[C:20]4[CH:21]=[CH:22][CH:23]=[CH:24][C:19]=4[N:18]=[N:17]3)[N:7]=[CH:6][N:5]=2)[C:45]2[CH:46]=[CH:36][CH:37]=[CH:38][C:39]=2[N:40]=[N:49]1, predict the reactants needed to synthesize it. The reactants are: Cl[C:2]1[N:7]=[CH:6][NH:5][C:4](=[O:8])[CH:3]=1.F[P-](F)(F)(F)(F)F.[N:16]1([O:25][P+](N(C)C)(N(C)C)N(C)C)[C:20]2[CH:21]=[CH:22][CH:23]=[CH:24][C:19]=2[N:18]=[N:17]1.[CH2:36]1[CH2:46][CH2:45][N:44]2[C:39](=[N:40]CCC2)[CH2:38][CH2:37]1.CC#[N:49].